This data is from Peptide-MHC class II binding affinity with 134,281 pairs from IEDB. The task is: Regression. Given a peptide amino acid sequence and an MHC pseudo amino acid sequence, predict their binding affinity value. This is MHC class II binding data. (1) The peptide sequence is CGSTDEYCSPDHNCQ. The MHC is DRB1_1501 with pseudo-sequence DRB1_1501. The binding affinity (normalized) is 0.129. (2) The peptide sequence is GELQIVDKIDAAFKK. The MHC is DRB1_1201 with pseudo-sequence DRB1_1201. The binding affinity (normalized) is 0.308.